From a dataset of HIV replication inhibition screening data with 41,000+ compounds from the AIDS Antiviral Screen. Binary Classification. Given a drug SMILES string, predict its activity (active/inactive) in a high-throughput screening assay against a specified biological target. The drug is N=c1[nH][nH]c2c(C(=O)Nc3ccc(Cl)cc3)c(N)n(N)c(=O)c12. The result is 0 (inactive).